Predict the reactants needed to synthesize the given product. From a dataset of Full USPTO retrosynthesis dataset with 1.9M reactions from patents (1976-2016). Given the product [CH2:17]([O:16][C:14]([C:13]1[C:11](=[O:12])[C:10]2[C:9](=[N:8][C:7]([F:30])=[C:6]([CH2:5][C:4]3[CH:31]=[CH:32][CH:33]=[C:2]([Cl:1])[C:3]=3[F:34])[CH:28]=2)[N:20]([C@H:21]([CH2:22][OH:23])[C:24]([CH3:25])([CH3:26])[CH3:27])[CH:19]=1)=[O:15])[CH3:18], predict the reactants needed to synthesize it. The reactants are: [Cl:1][C:2]1[C:3]([F:34])=[C:4]([CH:31]=[CH:32][CH:33]=1)[CH2:5][C:6]1[C:7]([F:30])=[N:8][C:9](F)=[C:10]([CH:28]=1)[C:11]([C:13](=[CH:19][NH:20][C@@H:21]([C:24]([CH3:27])([CH3:26])[CH3:25])[CH2:22][OH:23])[C:14]([O:16][CH2:17][CH3:18])=[O:15])=[O:12].C(=O)([O-])[O-].[K+].[K+].